This data is from Forward reaction prediction with 1.9M reactions from USPTO patents (1976-2016). The task is: Predict the product of the given reaction. (1) The product is: [C:15]([O:14][C:12]([N:9]1[CH2:10][CH2:11][CH:6]([C@H:4]2[CH2:5][C@H:3]2[CH2:2][I:43])[CH2:7][CH2:8]1)=[O:13])([CH3:18])([CH3:17])[CH3:16]. Given the reactants O[CH2:2][C@@H:3]1[CH2:5][C@@H:4]1[CH:6]1[CH2:11][CH2:10][N:9]([C:12]([O:14][C:15]([CH3:18])([CH3:17])[CH3:16])=[O:13])[CH2:8][CH2:7]1.C1C=CC(P(C2C=CC=CC=2)C2C=CC=CC=2)=CC=1.N1C=CN=C1.[I:43]I, predict the reaction product. (2) The product is: [OH:24][CH2:23][CH2:22][C:18]1[CH:19]=[C:20]([CH3:21])[C:11]([CH3:10])=[C:12]([CH:17]=1)[C:13]([O:15][CH3:16])=[O:14]. Given the reactants B1C2CCCC1CCC2.[CH3:10][C:11]1[C:20]([CH3:21])=[CH:19][C:18]([CH:22]=[CH2:23])=[CH:17][C:12]=1[C:13]([O:15][CH3:16])=[O:14].[OH:24]O.[OH-].[Na+], predict the reaction product. (3) Given the reactants [OH:1][C:2]1[CH:7]=[CH:6][C:5]([CH2:8][C:9]([NH:11][C:12]2[CH:17]=[CH:16][CH:15]=[C:14]([C:18]#[C:19][C:20]3[CH:25]=[CH:24][CH:23]=[CH:22][CH:21]=3)[CH:13]=2)=[O:10])=[CH:4][C:3]=1[O:26][CH3:27], predict the reaction product. The product is: [OH:1][C:2]1[CH:7]=[CH:6][C:5]([CH2:8][C:9]([NH:11][C:12]2[CH:17]=[CH:16][CH:15]=[C:14](/[CH:18]=[CH:19]\[C:20]3[CH:21]=[CH:22][CH:23]=[CH:24][CH:25]=3)[CH:13]=2)=[O:10])=[CH:4][C:3]=1[O:26][CH3:27]. (4) Given the reactants [H-].[Na+].O1CCC[CH2:4]1.[C:8]([O:12][C:13]([NH:15][CH2:16][C@@:17]1([CH2:26][C:27]([OH:29])=[O:28])[CH2:23][C@H:22]2[C@@H:18]1[CH:19]=[C:20]([CH2:24][CH3:25])[CH2:21]2)=[O:14])([CH3:11])([CH3:10])[CH3:9].CI, predict the reaction product. The product is: [C:8]([O:12][C:13]([N:15]([CH2:16][C@@:17]1([CH2:26][C:27]([OH:29])=[O:28])[CH2:23][C@H:22]2[C@@H:18]1[CH:19]=[C:20]([CH2:24][CH3:25])[CH2:21]2)[CH3:4])=[O:14])([CH3:9])([CH3:10])[CH3:11]. (5) Given the reactants [Br:1][C:2]1[CH:7]=[C:6]([O:8][CH3:9])[C:5]([CH:10]2[C:14](=[O:15])[CH:13]=[CH:12][C:11]2=[O:16])=[C:4]([F:17])[CH:3]=1.[I-].[I-].[Mg+2].[O:21]1[CH:25]=[CH:24][CH:23]=[CH:22]1, predict the reaction product. The product is: [Br:1][C:2]1[CH:7]=[C:6]([O:8][CH3:9])[C:5]([CH:10]2[C:14](=[O:15])[CH:13]3[CH:12]([CH:22]4[O:21][CH:25]3[CH:24]=[CH:23]4)[C:11]2=[O:16])=[C:4]([F:17])[CH:3]=1. (6) Given the reactants Cl.[NH2:2][CH2:3][C:4](=O)[CH2:5][CH2:6][C:7]([OH:9])=[O:8].[CH2:11]([O:13][C:14](=[O:28])[C:15]1[CH:20]=[CH:19][CH:18]=[CH:17][C:16]=1[S:21]([CH2:24][C:25](=O)[CH3:26])(=[O:23])=[O:22])[CH3:12].C([O-])(=O)C.[Na+], predict the reaction product. The product is: [CH2:11]([O:13][C:14](=[O:28])[C:15]1[CH:20]=[CH:19][CH:18]=[CH:17][C:16]=1[S:21]([C:24]1[C:4]([CH2:5][CH2:6][C:7]([OH:9])=[O:8])=[CH:3][NH:2][C:25]=1[CH3:26])(=[O:23])=[O:22])[CH3:12]. (7) The product is: [C:15]([O:19][C:20](=[O:27])[NH:21][C:22]([CH3:26])([CH3:25])[CH2:23][NH:34][C:33]1[CH:35]=[C:29]([F:28])[CH:30]=[CH:31][C:32]=1[CH3:36])([CH3:18])([CH3:17])[CH3:16]. Given the reactants C(O[BH-](OC(=O)C)OC(=O)C)(=O)C.[Na+].[C:15]([O:19][C:20](=[O:27])[NH:21][C:22]([CH3:26])([CH3:25])[CH:23]=O)([CH3:18])([CH3:17])[CH3:16].[F:28][C:29]1[CH:30]=[CH:31][C:32]([CH3:36])=[C:33]([CH:35]=1)[NH2:34].C(O)(=O)C.C(=O)(O)[O-].[Na+], predict the reaction product.